Task: Predict the product of the given reaction.. Dataset: Forward reaction prediction with 1.9M reactions from USPTO patents (1976-2016) (1) Given the reactants [C:1]1([P:7](C2C=CC=CC=2)C2C=CC=CC=2)C=CC=CC=1.C([O:22][C:23](=[O:27])[CH:24](Br)C)C.[OH-].[Na+].C1C=C[C:33]2[C:39]([C:47]3[CH:48]=[CH:49][C:50](O)=[CH:51][CH:52]=3)([C:40]3[CH:41]=[CH:42][C:43](O)=[CH:44][CH:45]=3)OC(=O)C=2C=1.[CH:54]1[CH:59]=[CH:58][CH:57]=[CH:56][CH:55]=1, predict the reaction product. The product is: [C:54]1([C:39]([C:40]2[CH:45]=[CH:44][CH:43]=[CH:42][CH:41]=2)([C:47]2[CH:52]=[CH:51][CH:50]=[CH:49][CH:48]=2)[CH2:33][O:22][C:23]([CH:24]=[PH2:7][CH3:1])=[O:27])[CH:59]=[CH:58][CH:57]=[CH:56][CH:55]=1. (2) Given the reactants [CH2:1]([O:8][C:9]([NH:11][C@@H:12]1[CH2:17][CH2:16][O:15][CH2:14][C@H:13]1[C:18](OCC)=[O:19])=[O:10])[C:2]1[CH:7]=[CH:6][CH:5]=[CH:4][CH:3]=1.[H-].[H-].[H-].[H-].[Li+].[Al+3], predict the reaction product. The product is: [OH:19][CH2:18][C@H:13]1[C@H:12]([NH:11][C:9](=[O:10])[O:8][CH2:1][C:2]2[CH:3]=[CH:4][CH:5]=[CH:6][CH:7]=2)[CH2:17][CH2:16][O:15][CH2:14]1. (3) Given the reactants [CH2:1]([C:5]1[O:6][C:7]2[CH:13]=[CH:12][C:11]([N+:14]([O-:16])=[O:15])=[CH:10][C:8]=2[CH:9]=1)[CH2:2][CH2:3][CH3:4].[C:17](Cl)(=[O:26])[C:18]1[CH:23]=[CH:22][C:21]([O:24][CH3:25])=[CH:20][CH:19]=1.[Sn](Cl)(Cl)(Cl)Cl, predict the reaction product. The product is: [CH2:1]([C:5]1[O:6][C:7]2[CH:13]=[CH:12][C:11]([N+:14]([O-:16])=[O:15])=[CH:10][C:8]=2[C:9]=1[C:17](=[O:26])[C:18]1[CH:23]=[CH:22][C:21]([O:24][CH3:25])=[CH:20][CH:19]=1)[CH2:2][CH2:3][CH3:4]. (4) Given the reactants COC(=O)[C:4]1[CH:9]=[C:8]([Cl:10])[CH:7]=[CH:6][C:5]=1[O:11][CH2:12][C:13]([N:15]1[CH2:20][C@H:19]([CH3:21])[N:18]([CH2:22][C:23]2[CH:28]=[CH:27][C:26]([F:29])=[CH:25][CH:24]=2)[CH2:17][C@H:16]1[CH3:30])=[O:14].[N+:32](C1C=C(Cl)C=CC=1O)([O-:34])=[O:33].C(=O)([O-])[O-].[K+].[K+].[I-].[K+], predict the reaction product. The product is: [Cl:10][C:8]1[CH:7]=[CH:6][C:5]([O:11][CH2:12][C:13]([N:15]2[CH2:20][C@H:19]([CH3:21])[N:18]([CH2:22][C:23]3[CH:28]=[CH:27][C:26]([F:29])=[CH:25][CH:24]=3)[CH2:17][C@H:16]2[CH3:30])=[O:14])=[C:4]([N+:32]([O-:34])=[O:33])[CH:9]=1. (5) The product is: [Cl:20][C:21]1[CH:22]=[CH:23][C:24]([S:27]([N:30]2[CH2:35][CH2:34][NH:33][C:32](=[O:36])[C@H:31]2[CH2:37][C:38]#[CH:39])(=[O:29])=[O:28])=[CH:25][CH:26]=1. Given the reactants C1(S(N2CCNC(=O)[C@H]2CC#C)(=O)=O)C=CC=CC=1.[Cl:20][C:21]1[CH:26]=[CH:25][C:24]([S:27]([N:30]2[CH:35]=[CH:34][NH:33][C:32](=[O:36])[C@H:31]2[CH2:37][C:38]#[CH:39])(=[O:29])=[O:28])=[CH:23][CH:22]=1, predict the reaction product.